The task is: Predict the reactants needed to synthesize the given product.. This data is from Retrosynthesis with 50K atom-mapped reactions and 10 reaction types from USPTO. (1) Given the product CCO[C@@H](Cc1ccc(OCc2nc(-c3ccccc3)oc2C)cc1C(F)(F)F)C(=O)OC, predict the reactants needed to synthesize it. The reactants are: CCO[C@@H](Cc1ccc(O)cc1C(F)(F)F)C(=O)OC.Cc1oc(-c2ccccc2)nc1CCl. (2) The reactants are: Cc1cccc(-c2nc(CO[C@H]3CCC[C@@H](OCCOc4ccccc4B4OC(C)(C)C(C)(C)O4)C3)c(C)o2)c1. Given the product Cc1cccc(-c2nc(CO[C@H]3CCC[C@@H](OCCOc4ccccc4B(O)O)C3)c(C)o2)c1, predict the reactants needed to synthesize it. (3) Given the product CC(C)(C)C(O)c1cccc(Br)c1, predict the reactants needed to synthesize it. The reactants are: CC(C)(C)[Mg+].O=Cc1cccc(Br)c1.